This data is from Forward reaction prediction with 1.9M reactions from USPTO patents (1976-2016). The task is: Predict the product of the given reaction. (1) The product is: [CH3:18][N:19]1[C:23]([NH:24][C:25](=[O:33])[C:26]2[CH:31]=[CH:30][CH:29]=[CH:28][C:27]=2[S:32][C:8]2[CH:16]=[C:15]3[C:11]([CH2:12][C:13](=[O:17])[NH:14]3)=[CH:10][CH:9]=2)=[CH:22][C:21]([CH3:34])=[N:20]1. Given the reactants C(=O)([O-])[O-].[K+].[K+].I[C:8]1[CH:16]=[C:15]2[C:11]([CH2:12][C:13](=[O:17])[NH:14]2)=[CH:10][CH:9]=1.[CH3:18][N:19]1[C:23]([NH:24][C:25](=[O:33])[C:26]2[CH:31]=[CH:30][CH:29]=[CH:28][C:27]=2[SH:32])=[CH:22][C:21]([CH3:34])=[N:20]1, predict the reaction product. (2) Given the reactants [C:1]([C:3]1[CH:8]=[CH:7][C:6]([C@@H:9]2[C:14]([C:15](O)=[O:16])=[C:13]([CH3:18])[N:12]([C:19]3[CH:24]=[CH:23][CH:22]=[C:21]([C:25]([F:28])([F:27])[F:26])[CH:20]=3)[C:11](=[O:29])[NH:10]2)=[C:5]([S:30][CH3:31])[CH:4]=1)#[N:2].C1C[N:35]([P+](ON2N=NC3C=CC=CC2=3)(N2CCCC2)N2CCCC2)CC1.F[P-](F)(F)(F)(F)F.C(N(CC)CC)C.[Cl-].[NH4+].Cl, predict the reaction product. The product is: [C:1]([C:3]1[CH:8]=[CH:7][C:6]([C@@H:9]2[C:14]([C:15]([NH2:35])=[O:16])=[C:13]([CH3:18])[N:12]([C:19]3[CH:24]=[CH:23][CH:22]=[C:21]([C:25]([F:27])([F:28])[F:26])[CH:20]=3)[C:11](=[O:29])[NH:10]2)=[C:5]([S:30][CH3:31])[CH:4]=1)#[N:2]. (3) Given the reactants [Cl:1][C:2]1[CH:14]=[CH:13][C:5]([O:6][CH2:7][C:8]([O:10]CC)=[O:9])=[C:4]([O:15]C)[CH:3]=1, predict the reaction product. The product is: [Cl:1][C:2]1[CH:14]=[CH:13][C:5]([O:6][CH2:7][C:8]([OH:10])=[O:9])=[C:4]([OH:15])[CH:3]=1. (4) Given the reactants C(OC([O:8][C:9]1[C:18]2[NH:17][C:16](=[O:19])[CH2:15][O:14][C:13]=2[C:12]([CH2:20][CH2:21][N:22]([CH2:30][CH2:31][N:32]([CH:53]2[CH2:58][CH2:57][CH2:56][CH2:55][CH2:54]2)[C:33](=[O:52])[CH2:34][CH2:35][O:36][CH2:37][CH2:38][C:39]2[CH:44]=[CH:43][CH:42]=[C:41]([C:45]3[N:46]=[N:47][N:48]([CH2:50][CH3:51])[CH:49]=3)[CH:40]=2)C(=O)OC(C)(C)C)=[CH:11][CH:10]=1)=O)(C)(C)C.[C:59]([OH:65])([C:61]([F:64])([F:63])[F:62])=[O:60], predict the reaction product. The product is: [F:62][C:61]([F:64])([F:63])[C:59]([OH:65])=[O:60].[CH:53]1([N:32]([CH2:31][CH2:30][NH:22][CH2:21][CH2:20][C:12]2[C:13]3[O:14][CH2:15][C:16](=[O:19])[NH:17][C:18]=3[C:9]([OH:8])=[CH:10][CH:11]=2)[C:33](=[O:52])[CH2:34][CH2:35][O:36][CH2:37][CH2:38][C:39]2[CH:44]=[CH:43][CH:42]=[C:41]([C:45]3[N:46]=[N:47][N:48]([CH2:50][CH3:51])[CH:49]=3)[CH:40]=2)[CH2:58][CH2:57][CH2:56][CH2:55][CH2:54]1. (5) Given the reactants [F:1][C:2]([F:15])([F:14])[S:3]([O:6]S(C(F)(F)F)(=O)=O)(=[O:5])=[O:4].[N:16]1([CH2:23][CH2:24][O:25][C:26]2[CH:45]=[CH:44][C:29]([O:30][C:31]3[C:40]4[C:35](=[CH:36][C:37]([O:41][CH3:42])=[CH:38][CH:39]=4)[CH:34]=[CH:33][C:32]=3O)=[CH:28][CH:27]=2)[CH2:22][CH2:21][CH2:20][CH2:19][CH2:18][CH2:17]1.C(N(CC)CC)C.C(Cl)Cl, predict the reaction product. The product is: [N:16]1([CH2:23][CH2:24][O:25][C:26]2[CH:27]=[CH:28][C:29]([O:30][C:31]3[C:40]4[C:35](=[CH:36][C:37]([O:41][CH3:42])=[CH:38][CH:39]=4)[CH:34]=[CH:33][C:32]=3[O:6][S:3]([C:2]([F:15])([F:14])[F:1])(=[O:5])=[O:4])=[CH:44][CH:45]=2)[CH2:22][CH2:21][CH2:20][CH2:19][CH2:18][CH2:17]1. (6) Given the reactants C([O:4][C@@H:5]1[CH2:10][CH2:9][CH2:8][CH2:7][C@H:6]1[N:11]1[C:15]2[CH:16]=[C:17]([Cl:21])[C:18]([Cl:20])=[CH:19][C:14]=2[N:13]=[C:12]1Br)(=O)C.[CH:23]1([NH2:26])[CH2:25][CH2:24]1.[OH-].[Na+], predict the reaction product. The product is: [Cl:20][C:18]1[C:17]([Cl:21])=[CH:16][C:15]2[N:11]([C@@H:6]3[CH2:7][CH2:8][CH2:9][CH2:10][C@H:5]3[OH:4])[C:12]([NH:26][CH:23]3[CH2:25][CH2:24]3)=[N:13][C:14]=2[CH:19]=1. (7) The product is: [NH:1]1[C:9]2[C:4](=[CH:5][CH:6]=[CH:7][CH:8]=2)[C:3]([C:10]2[N:11]=[N:12][N:13]([C:15]3[CH:20]=[CH:19][C:18]([CH2:21][NH:22][C:23](=[O:25])[CH3:24])=[CH:17][CH:16]=3)[CH:14]=2)=[N:2]1. Given the reactants [NH:1]1[C:9]2[C:4](=[CH:5][CH:6]=[CH:7][CH:8]=2)[C:3]([C:10]2[N:11]=[N:12][N:13]([C:15]3[CH:20]=[CH:19][C:18]([CH2:21][NH2:22])=[CH:17][CH:16]=3)[CH:14]=2)=[N:2]1.[C:23](Cl)(=[O:25])[CH3:24], predict the reaction product. (8) Given the reactants [OH-].[Na+].C[O:4][C:5](=[O:21])[C:6]1[CH:11]=[CH:10][C:9]([CH2:12][N:13]2[CH:17]=[C:16]([C:18]#[N:19])[C:15]([NH2:20])=[N:14]2)=[CH:8][CH:7]=1, predict the reaction product. The product is: [NH2:20][C:15]1[C:16]([C:18]#[N:19])=[CH:17][N:13]([CH2:12][C:9]2[CH:10]=[CH:11][C:6]([C:5]([OH:21])=[O:4])=[CH:7][CH:8]=2)[N:14]=1.